The task is: Regression. Given two drug SMILES strings and cell line genomic features, predict the synergy score measuring deviation from expected non-interaction effect.. This data is from NCI-60 drug combinations with 297,098 pairs across 59 cell lines. (1) Drug 1: COC1=C2C(=CC3=C1OC=C3)C=CC(=O)O2. Synergy scores: CSS=5.28, Synergy_ZIP=-4.69, Synergy_Bliss=-4.16, Synergy_Loewe=-11.7, Synergy_HSA=-4.67. Drug 2: C1CCC(C(C1)N)N.C(=O)(C(=O)[O-])[O-].[Pt+4]. Cell line: NCI-H522. (2) Drug 1: CC(CN1CC(=O)NC(=O)C1)N2CC(=O)NC(=O)C2. Drug 2: C1=NNC2=C1C(=O)NC=N2. Cell line: SF-539. Synergy scores: CSS=19.3, Synergy_ZIP=-3.26, Synergy_Bliss=-1.35, Synergy_Loewe=-9.80, Synergy_HSA=-0.336. (3) Drug 1: C1=CC(=CC=C1CC(C(=O)O)N)N(CCCl)CCCl.Cl. Drug 2: C1=NC(=NC(=O)N1C2C(C(C(O2)CO)O)O)N. Cell line: SK-OV-3. Synergy scores: CSS=12.3, Synergy_ZIP=-1.29, Synergy_Bliss=2.81, Synergy_Loewe=0.491, Synergy_HSA=0.717.